Dataset: Peptide-MHC class I binding affinity with 185,985 pairs from IEDB/IMGT. Task: Regression. Given a peptide amino acid sequence and an MHC pseudo amino acid sequence, predict their binding affinity value. This is MHC class I binding data. (1) The peptide sequence is YVYFYDLSY. The MHC is HLA-A02:12 with pseudo-sequence HLA-A02:12. The binding affinity (normalized) is 0.0847. (2) The peptide sequence is VCYNAVLTH. The MHC is H-2-Ld with pseudo-sequence H-2-Ld. The binding affinity (normalized) is 0.